From a dataset of Catalyst prediction with 721,799 reactions and 888 catalyst types from USPTO. Predict which catalyst facilitates the given reaction. (1) Reactant: [NH2:1][C:2]1[C:3]([C:18]([NH:20][C:21]2[C:26]([N:27]3[CH2:32][CH2:31][C:30]([NH:35]C(=O)OC(C)(C)C)([CH2:33][CH3:34])[CH2:29][CH2:28]3)=[CH:25][CH:24]=[CH:23][N:22]=2)=[O:19])=[N:4][C:5]([C:8]2[C:13]([C:14]([F:17])([F:16])[F:15])=[CH:12][CH:11]=[CH:10][N:9]=2)=[CH:6][N:7]=1.Cl.O1CCOCC1. Product: [NH2:1][C:2]1[C:3]([C:18]([NH:20][C:21]2[C:26]([N:27]3[CH2:28][CH2:29][C:30]([NH2:35])([CH2:33][CH3:34])[CH2:31][CH2:32]3)=[CH:25][CH:24]=[CH:23][N:22]=2)=[O:19])=[N:4][C:5]([C:8]2[C:13]([C:14]([F:16])([F:15])[F:17])=[CH:12][CH:11]=[CH:10][N:9]=2)=[CH:6][N:7]=1. The catalyst class is: 12. (2) Reactant: Br[C:2]1[S:3][C:4]([C:7]2[N:8]=[N:9][N:10]([CH2:12][C:13]([O:15][C:16]([CH3:19])([CH3:18])[CH3:17])=[O:14])[N:11]=2)=[CH:5][N:6]=1.Cl.[Cl:21][C:22]1[CH:23]=[CH:24][C:25]([CH3:36])=[C:26]([N:28]2[CH2:35][CH:34]3[CH:30]([CH2:31][NH:32][CH2:33]3)[CH2:29]2)[CH:27]=1.CCN(C(C)C)C(C)C. Product: [Cl:21][C:22]1[CH:23]=[CH:24][C:25]([CH3:36])=[C:26]([N:28]2[CH2:29][CH:30]3[CH2:31][N:32]([C:2]4[S:3][C:4]([C:7]5[N:8]=[N:9][N:10]([CH2:12][C:13]([O:15][C:16]([CH3:19])([CH3:18])[CH3:17])=[O:14])[N:11]=5)=[CH:5][N:6]=4)[CH2:33][CH:34]3[CH2:35]2)[CH:27]=1. The catalyst class is: 37.